From a dataset of Catalyst prediction with 721,799 reactions and 888 catalyst types from USPTO. Predict which catalyst facilitates the given reaction. (1) Reactant: [NH2:1][C:2]1[C:3](Cl)=[N:4][CH:5]=[CH:6][CH:7]=1.[C:9]1(B(O)O)[CH:14]=[CH:13][CH:12]=[CH:11][CH:10]=1.C(=O)([O-])[O-].[Na+].[Na+]. Product: [C:9]1([C:3]2[C:2]([NH2:1])=[CH:7][CH:6]=[CH:5][N:4]=2)[CH:14]=[CH:13][CH:12]=[CH:11][CH:10]=1. The catalyst class is: 658. (2) Reactant: C(OC([NH:8][CH2:9][C@H:10]1[CH2:15][CH2:14][C@H:13]([C:16]([NH:18][C@@H:19]([CH2:43][C:44]2[CH:49]=[CH:48][C:47]([C:50]3[CH:55]=[CH:54][C:53]([C:56](=[O:70])[NH:57][CH2:58][C:59]([N:61]4[CH2:66][CH2:65][CH:64]([N:67]([CH3:69])[CH3:68])[CH2:63][CH2:62]4)=[O:60])=[CH:52][C:51]=3[CH3:71])=[CH:46][CH:45]=2)[C:20]([NH:22][C:23]2[CH:28]=[CH:27][C:26]([C:29]3[NH:30][C:31]([C:34]([F:42])([F:41])[C:35]([F:40])([F:39])[C:36]([OH:38])=[O:37])=[N:32][N:33]=3)=[CH:25][CH:24]=2)=[O:21])=[O:17])[CH2:12][CH2:11]1)=O)(C)(C)C.[ClH:72].C(#N)C. Product: [ClH:72].[NH2:8][CH2:9][C@H:10]1[CH2:11][CH2:12][C@H:13]([C:16]([NH:18][C@@H:19]([CH2:43][C:44]2[CH:49]=[CH:48][C:47]([C:50]3[CH:55]=[CH:54][C:53]([C:56](=[O:70])[NH:57][CH2:58][C:59]([N:61]4[CH2:66][CH2:65][CH:64]([N:67]([CH3:69])[CH3:68])[CH2:63][CH2:62]4)=[O:60])=[CH:52][C:51]=3[CH3:71])=[CH:46][CH:45]=2)[C:20]([NH:22][C:23]2[CH:28]=[CH:27][C:26]([C:29]3[NH:30][C:31]([C:34]([F:41])([F:42])[C:35]([F:40])([F:39])[C:36]([OH:38])=[O:37])=[N:32][N:33]=3)=[CH:25][CH:24]=2)=[O:21])=[O:17])[CH2:14][CH2:15]1. The catalyst class is: 12. (3) Reactant: [NH2:1][C:2]1[CH:3]=[C:4]2[C:10](Br)=[C:9]([S:12]([C:15]3[CH:20]=[C:19]([F:21])[CH:18]=[C:17]([C:22]#[N:23])[CH:16]=3)(=[O:14])=[O:13])[S:8][C:5]2=[N:6][CH:7]=1.C(O)C.[F:27][C:28]1[CH:29]=[C:30](B(O)O)[CH:31]=[CH:32][CH:33]=1.C([O-])([O-])=O.[Na+].[Na+]. Product: [NH2:1][C:2]1[CH:3]=[C:4]2[C:10]([C:32]3[CH:31]=[CH:30][CH:29]=[C:28]([F:27])[CH:33]=3)=[C:9]([S:12]([C:15]3[CH:20]=[C:19]([F:21])[CH:18]=[C:17]([C:22]#[N:23])[CH:16]=3)(=[O:14])=[O:13])[S:8][C:5]2=[N:6][CH:7]=1. The catalyst class is: 109.